Dataset: Forward reaction prediction with 1.9M reactions from USPTO patents (1976-2016). Task: Predict the product of the given reaction. (1) The product is: [N+:32]([C:29]1[CH:28]=[CH:27][C:26]([O:25][C:24]([N:21]2[CH2:22][CH2:23][CH:18]([NH:17][C:4]3[S:5][C:6]([C:7](=[O:8])[C:9]4[C:14]([F:15])=[CH:13][CH:12]=[CH:11][C:10]=4[F:16])=[C:2]([NH2:1])[N:3]=3)[CH2:19][CH2:20]2)=[O:35])=[CH:31][CH:30]=1)([O-:34])=[O:33]. Given the reactants [NH2:1][C:2]1[N:3]=[C:4]([NH:17][CH:18]2[CH2:23][CH2:22][NH:21][CH2:20][CH2:19]2)[S:5][C:6]=1[C:7]([C:9]1[C:14]([F:15])=[CH:13][CH:12]=[CH:11][C:10]=1[F:16])=[O:8].[C:24](=O)([O:35]C1C=CC([N+]([O-])=O)=CC=1)[O:25][C:26]1[CH:31]=[CH:30][C:29]([N+:32]([O-:34])=[O:33])=[CH:28][CH:27]=1, predict the reaction product. (2) Given the reactants [CH3:1][O:2][CH2:3][CH2:4][O:5][C:6]1[CH:11]=[C:10]2[C:12]([NH:16][C:17]3[CH:22]=[C:21]([C:23]#[CH:24])[CH:20]=[CH:19][CH:18]=3)=[N:13][CH:14]=[N:15][C:9]2=[CH:8][C:7]=1[O:25][CH2:26][CH2:27][O:28][CH3:29].[Cl:30]CCl, predict the reaction product. The product is: [CH3:1][O:2][CH2:3][CH2:4][O:5][C:6]1[CH:11]=[C:10]2[C:12]([NH:16][C:17]3[CH:18]=[CH:19][CH:20]=[C:21]([C:23]#[CH:24])[CH:22]=3)=[N:13][CH:14]=[N:15][C:9]2=[CH:8][C:7]=1[O:25][CH2:26][CH2:27][O:28][CH3:29].[ClH:30]. (3) Given the reactants [O-]P([O-])([O-])=O.[K+].[K+].[K+].C(O)(C)C.[C:13]1(I)[CH:18]=[CH:17][CH:16]=[CH:15][CH:14]=1.[CH2:20]([NH2:24])[CH2:21][CH2:22][CH3:23], predict the reaction product. The product is: [CH2:20]([NH:24][C:13]1[CH:18]=[CH:17][CH:16]=[CH:15][CH:14]=1)[CH2:21][CH2:22][CH3:23]. (4) Given the reactants [NH2:1][C:2]1[CH:3]=[CH:4][C:5]([C:8]2[N:13]=[C:12]([OH:14])[CH:11]=[C:10]([C:15]([F:18])([F:17])[F:16])[N:9]=2)=[N:6][CH:7]=1.[H-].[Na+].[Cl:21][C:22]([F:33])([F:32])[C:23](O[C:23](=[O:24])[C:22]([F:33])([F:32])[Cl:21])=[O:24], predict the reaction product. The product is: [Cl:21][C:22]([F:33])([F:32])[C:23]([NH:1][C:2]1[CH:7]=[N:6][C:5]([C:8]2[N:13]=[C:12]([OH:14])[CH:11]=[C:10]([C:15]([F:18])([F:17])[F:16])[N:9]=2)=[CH:4][CH:3]=1)=[O:24]. (5) The product is: [CH3:3][O:4][C:5]([C:7]1[S:8][C:9]([C:23]2[CH:28]=[CH:27][CH:26]=[CH:25][CH:24]=2)=[CH:10][C:11]=1[N:12]([C:13](=[O:22])[C:14]1[CH:19]=[CH:18][C:17]([Cl:20])=[CH:16][C:15]=1[Cl:21])[C:32]1[CH:40]=[CH:39][CH:38]=[CH:37][CH:33]=1)=[O:6]. Given the reactants [H-].[Na+].[CH3:3][O:4][C:5]([C:7]1[S:8][C:9]([C:23]2[CH:28]=[CH:27][CH:26]=[CH:25][CH:24]=2)=[CH:10][C:11]=1[NH:12][C:13](=[O:22])[C:14]1[CH:19]=[CH:18][C:17]([Cl:20])=[CH:16][C:15]=1[Cl:21])=[O:6].N#N.Cl[C:32]1[CH:40]=[C:39](Cl)[CH:38]=[CH:37][C:33]=1C(Cl)=O, predict the reaction product.